From a dataset of Full USPTO retrosynthesis dataset with 1.9M reactions from patents (1976-2016). Predict the reactants needed to synthesize the given product. (1) Given the product [Cl:1][C:2]1[CH:3]=[C:4]([C:12]2[CH:13]=[CH:14][C:15]3[NH:20][CH:19]([CH3:21])[O:18][C:17]([CH3:23])([CH3:22])[C:16]=3[CH:24]=2)[CH:5]=[CH:6][CH:7]=1, predict the reactants needed to synthesize it. The reactants are: [Cl:1][C:2]1[CH:3]=[C:4](B(O)O)[CH:5]=[CH:6][CH:7]=1.Br[C:12]1[CH:13]=[CH:14][C:15]2[NH:20][CH:19]([CH3:21])[O:18][C:17]([CH3:23])([CH3:22])[C:16]=2[CH:24]=1. (2) The reactants are: Cl.[CH:2]1([NH:8][NH2:9])[CH2:7][CH2:6][CH2:5][CH2:4][CH2:3]1.[C:10](OC)(=[O:15])[CH2:11][C:12]([CH3:14])=O. Given the product [CH:2]1([N:8]2[C:10](=[O:15])[CH2:11][C:12]([CH3:14])=[N:9]2)[CH2:7][CH2:6][CH2:5][CH2:4][CH2:3]1, predict the reactants needed to synthesize it. (3) Given the product [O:1]=[C:2]1[N:6]2[CH2:7][C:8](=[O:14])[NH:9][C:10]3[CH:11]=[CH:12][CH:13]=[C:4]([C:5]=32)[N:3]1[CH2:15][C:16]([O-:18])=[O:17].[Na+:21], predict the reactants needed to synthesize it. The reactants are: [O:1]=[C:2]1[N:6]2[CH2:7][C:8](=[O:14])[NH:9][C:10]3[CH:11]=[CH:12][CH:13]=[C:4]([C:5]=32)[N:3]1[CH2:15][C:16]([O:18]C)=[O:17].[OH-].[Na+:21].Cl. (4) Given the product [Cl:1][C:2]1[CH:10]=[CH:9][CH:8]=[C:7]2[C:3]=1[C:4]1([CH2:21][O:20][C:19]3[CH:22]=[C:23]4[C:27](=[CH:28][C:18]1=3)[CH2:26][CH2:25][O:24]4)[C:5](=[O:17])[N:6]2[CH2:11][C:12]([OH:14])=[O:13], predict the reactants needed to synthesize it. The reactants are: [Cl:1][C:2]1[CH:10]=[CH:9][CH:8]=[C:7]2[C:3]=1[C:4]1([CH2:21][O:20][C:19]3[CH:22]=[C:23]4[C:27](=[CH:28][C:18]1=3)[CH2:26][CH2:25][O:24]4)[C:5](=[O:17])[N:6]2[CH2:11][C:12]([O:14]CC)=[O:13].O=C1C2(C3=CC4OCOC=4C=C3OC2)C2C(=CC=CC=2)N1CC(OCC)=O. (5) Given the product [Br:1][C:2]1[CH:7]=[C:6]([F:8])[CH:5]=[C:4]([O:9][C:11]([F:17])([F:16])[C:12]([Br:13])([F:15])[F:14])[CH:3]=1, predict the reactants needed to synthesize it. The reactants are: [Br:1][C:2]1[CH:3]=[C:4]([OH:9])[CH:5]=[C:6]([F:8])[CH:7]=1.Br[C:11]([F:17])([F:16])[C:12]([F:15])([F:14])[Br:13].CS(C)=O.C([O-])([O-])=O.[Cs+].[Cs+]. (6) The reactants are: [CH:1]([C:3]1[CH:4]=[C:5]2[C:9](=[CH:10][CH:11]=1)[NH:8][C:7]([C:12]([NH2:14])=[O:13])=[C:6]2[S:15][C:16]1[CH:21]=[CH:20][CH:19]=[CH:18][CH:17]=1)=O.[CH2:22]([C:26]1[CH:32]=[CH:31][C:29]([NH2:30])=[CH:28][CH:27]=1)[CH2:23][CH2:24][CH3:25]. Given the product [CH2:22]([C:26]1[CH:27]=[CH:28][C:29]([NH:30][CH2:1][C:3]2[CH:4]=[C:5]3[C:9](=[CH:10][CH:11]=2)[NH:8][C:7]([C:12]([NH2:14])=[O:13])=[C:6]3[S:15][C:16]2[CH:21]=[CH:20][CH:19]=[CH:18][CH:17]=2)=[CH:31][CH:32]=1)[CH2:23][CH2:24][CH3:25], predict the reactants needed to synthesize it. (7) Given the product [Cl:10][C:7]1[CH:8]=[CH:9][C:2]([N:1]([S:12]([CH3:11])(=[O:14])=[O:13])[S:12]([CH3:11])(=[O:14])=[O:13])=[C:3]([C:4]#[N:5])[CH:6]=1, predict the reactants needed to synthesize it. The reactants are: [NH2:1][C:2]1[CH:9]=[CH:8][C:7]([Cl:10])=[CH:6][C:3]=1[C:4]#[N:5].[CH3:11][S:12](Cl)(=[O:14])=[O:13]. (8) Given the product [NH2:1][C:4]1[CH:5]=[CH:6][C:7]([N:10]2[CH2:14][CH2:13][C@@H:12]([N:15]3[CH2:34][CH2:33][CH2:32][C:16]3=[O:22])[CH2:11]2)=[CH:8][CH:9]=1, predict the reactants needed to synthesize it. The reactants are: [N+:1]([C:4]1[CH:9]=[CH:8][C:7]([N:10]2[CH2:14][CH2:13][CH:12]([NH:15][C:16](=[O:22])OC(C)(C)C)[CH2:11]2)=[CH:6][CH:5]=1)([O-])=O.P([O-])([O-])([O-])=O.[Na+].[Na+].[Na+].Cl[CH2:32][CH2:33][CH2:34]C(Cl)=O.[OH-].[Na+]. (9) The reactants are: [BH4-].[Na+].[CH2:3]([O:10][C:11]([NH:13][C@H:14]([C:22]1[CH:27]=[CH:26][C:25]([O:28][CH3:29])=[CH:24][CH:23]=1)[C@H:15]([OH:21])[C:16](OCC)=[O:17])=[O:12])[C:4]1[CH:9]=[CH:8][CH:7]=[CH:6][CH:5]=1. Given the product [CH2:3]([O:10][C:11](=[O:12])[NH:13][C@H:14]([C:22]1[CH:27]=[CH:26][C:25]([O:28][CH3:29])=[CH:24][CH:23]=1)[C@H:15]([OH:21])[CH2:16][OH:17])[C:4]1[CH:9]=[CH:8][CH:7]=[CH:6][CH:5]=1, predict the reactants needed to synthesize it.